This data is from Reaction yield outcomes from USPTO patents with 853,638 reactions. The task is: Predict the reaction yield, written as a fraction of the theoretical maximum amount of product (1.0 means a 100% yield; for example, 0.34 means a 34% yield). (1) The reactants are [C:1]([O:4][C:5]1[CH:13]=[CH:12][CH:11]=[CH:10][C:6]=1[C:7]([OH:9])=O)(=[O:3])[CH3:2].[CH3:14][C:15]1[N:16]=[C:17]([NH2:26])[S:18][C:19]=1[CH2:20][CH2:21][O:22][N+:23]([O-:25])=[O:24]. No catalyst specified. The product is [CH3:14][C:15]1[N:16]=[C:17]([NH:26][C:7]([C:6]2[CH:10]=[CH:11][CH:12]=[CH:13][C:5]=2[O:4][C:1](=[O:3])[CH3:2])=[O:9])[S:18][C:19]=1[CH2:20][CH2:21][O:22][N+:23]([O-:25])=[O:24]. The yield is 0.250. (2) The reactants are [Cl:1][C:2]1[C:10]([C:11]2([C:14]#[N:15])[CH2:13][CH2:12]2)=[CH:9][CH:8]=[CH:7][C:3]=1[C:4]([OH:6])=O.C(Cl)(=O)C(Cl)=O.CN(C)C=O.[NH2:27][C:28]1[CH:29]=[C:30]([CH:49]=[CH:50][CH:51]=1)[O:31][C:32]1[CH:46]=[CH:45][C:35]2[N:36]=[C:37]([NH:39][C:40]([CH:42]3[CH2:44][CH2:43]3)=[O:41])[S:38][C:34]=2[C:33]=1[C:47]#[N:48]. The catalyst is O1CCCC1.C(OCC)(=O)C. The product is [Cl:1][C:2]1[C:10]([C:11]2([C:14]#[N:15])[CH2:13][CH2:12]2)=[CH:9][CH:8]=[CH:7][C:3]=1[C:4]([NH:27][C:28]1[CH:51]=[CH:50][CH:49]=[C:30]([O:31][C:32]2[CH:46]=[CH:45][C:35]3[N:36]=[C:37]([NH:39][C:40]([CH:42]4[CH2:44][CH2:43]4)=[O:41])[S:38][C:34]=3[C:33]=2[C:47]#[N:48])[CH:29]=1)=[O:6]. The yield is 0.720. (3) The reactants are [OH:1][CH2:2][C@@H:3]1[CH2:6][CH2:5][C@@H:4]1[C:7]([O:9][CH3:10])=[O:8].C(OC1C(OC(=O)C)=C(I)C=CC=1)(=O)C.CC1(C)N([O])C(C)(C)CCC1.O. The catalyst is C(Cl)Cl. The product is [CH:2]([C@@H:3]1[CH2:6][CH2:5][C@H:4]1[C:7]([O:9][CH3:10])=[O:8])=[O:1]. The yield is 0.510.